From a dataset of Catalyst prediction with 721,799 reactions and 888 catalyst types from USPTO. Predict which catalyst facilitates the given reaction. (1) Product: [C:1]([O:4][CH2:5][CH:6]1[CH2:10][CH2:9][C:8]([CH2:20][O:21][Si:22]([C:25]([CH3:28])([CH3:27])[CH3:26])([CH3:23])[CH3:24])([CH2:11][O:12][Si:13]([C:16]([CH3:18])([CH3:19])[CH3:17])([CH3:14])[CH3:15])[NH:7]1)(=[O:3])[CH3:2]. The catalyst class is: 421. Reactant: [C:1]([O:4][CH2:5][CH:6]1[CH2:10][CH2:9][C:8]([CH2:20][O:21][Si:22]([C:25]([CH3:28])([CH3:27])[CH3:26])([CH3:24])[CH3:23])([CH2:11][O:12][Si:13]([C:16]([CH3:19])([CH3:18])[CH3:17])([CH3:15])[CH3:14])[N:7]1CC1C=CC=CC=1)(=[O:3])[CH3:2]. (2) Reactant: [C:1]([C:3]1[CH:4]=[C:5]([C:9]2[C:10]3[N:11]([C:22]([CH2:25][CH3:26])=[CH:23][CH:24]=3)[N:12]=[C:13]([C:19]([OH:21])=O)[C:14]=2[S:15]([CH3:18])(=[O:17])=[O:16])[CH:6]=[CH:7][CH:8]=1)#[N:2].[NH:27]1[CH2:31][CH2:30][CH2:29][CH2:28]1.Cl.CN(C)CCCN=C=NCC.ON1C2C=CC=CC=2N=N1. Product: [CH2:25]([C:22]1[N:11]2[N:12]=[C:13]([C:19]([N:27]3[CH2:31][CH2:30][CH2:29][CH2:28]3)=[O:21])[C:14]([S:15]([CH3:18])(=[O:17])=[O:16])=[C:9]([C:5]3[CH:4]=[C:3]([CH:8]=[CH:7][CH:6]=3)[C:1]#[N:2])[C:10]2=[CH:24][CH:23]=1)[CH3:26]. The catalyst class is: 9. (3) Reactant: P(Cl)(Cl)([Cl:3])=O.[Cl:6][C:7]1[CH:12]=[C:11]([C:13]([F:16])([F:15])[F:14])[CH:10]=[C:9]([Cl:17])[C:8]=1[NH:18][NH:19][C:20](=O)[CH2:21][Cl:22]. Product: [Cl:6][C:7]1[CH:12]=[C:11]([C:13]([F:16])([F:15])[F:14])[CH:10]=[C:9]([Cl:17])[C:8]=1[NH:18][N:19]=[C:20]([Cl:3])[CH2:21][Cl:22]. The catalyst class is: 11. (4) Reactant: [CH3:1][O:2][C:3]1[CH:11]=[C:10]2[C:6]([CH2:7][CH2:8][C:9]2=O)=[CH:5][CH:4]=1.CCN(CC)CC.[NH2:20][OH:21].Cl. Product: [OH:21]/[N:20]=[C:9]1\[CH2:8][CH2:7][C:6]2[C:10]\1=[CH:11][C:3]([O:2][CH3:1])=[CH:4][CH:5]=2. The catalyst class is: 5.